This data is from Forward reaction prediction with 1.9M reactions from USPTO patents (1976-2016). The task is: Predict the product of the given reaction. Given the reactants [C:1]([O:5][C:6]([C:8]1[CH:13]=[CH:12][CH:11]=[CH:10][C:9]=1[C:14]1[CH:19]=[CH:18][C:17]([CH2:20][N:21]2[C:29]3[C:24](=[CH:25][C:26]([C:30](O)=[O:31])=[CH:27][CH:28]=3)[C:23]([CH3:33])=[C:22]2[CH3:34])=[CH:16][CH:15]=1)=[O:7])([CH3:4])([CH3:3])[CH3:2].CCN(C(C)C)C(C)C.CN(C(ON1N=NC2C=CC=NC1=2)=[N+](C)C)C.F[P-](F)(F)(F)(F)F.[Br:68][C:69]1[CH:74]=[CH:73][C:72]([C@@H:75]([NH2:77])[CH3:76])=[CH:71][CH:70]=1, predict the reaction product. The product is: [Br:68][C:69]1[CH:74]=[CH:73][C:72]([C@@H:75]([NH:77][C:30]([C:26]2[CH:25]=[C:24]3[C:29](=[CH:28][CH:27]=2)[N:21]([CH2:20][C:17]2[CH:16]=[CH:15][C:14]([C:9]4[C:8]([C:6]([O:5][C:1]([CH3:2])([CH3:3])[CH3:4])=[O:7])=[CH:13][CH:12]=[CH:11][CH:10]=4)=[CH:19][CH:18]=2)[C:22]([CH3:34])=[C:23]3[CH3:33])=[O:31])[CH3:76])=[CH:71][CH:70]=1.